Dataset: Reaction yield outcomes from USPTO patents with 853,638 reactions. Task: Predict the reaction yield, written as a fraction of the theoretical maximum amount of product (1.0 means a 100% yield; for example, 0.34 means a 34% yield). (1) The reactants are [C:1]12([C:11]3[CH:27]=[CH:26][C:14]([O:15][CH2:16][C:17]([N:19]4[CH2:24][CH2:23][N:22]([CH3:25])[CH2:21][CH2:20]4)=[O:18])=[CH:13][CH:12]=3)[CH2:10][CH:5]3[CH2:6][CH:7]([CH2:9][CH:3]([CH2:4]3)[CH2:2]1)[CH2:8]2.[C:28]([OH:35])(=[O:34])/[CH:29]=[CH:30]\[C:31]([OH:33])=[O:32]. No catalyst specified. The product is [C:31](/[CH:30]=[CH:29]\[C:28]([O-:35])=[O:34])([OH:33])=[O:32].[C:1]12([C:11]3[CH:27]=[CH:26][C:14]([O:15][CH2:16][C:17]([N:19]4[CH2:24][CH2:23][NH+:22]([CH3:25])[CH2:21][CH2:20]4)=[O:18])=[CH:13][CH:12]=3)[CH2:10][CH:5]3[CH2:6][CH:7]([CH2:9][CH:3]([CH2:4]3)[CH2:2]1)[CH2:8]2. The yield is 0.770. (2) The reactants are [C:1]([NH:4][C:5]1[S:6][C:7]([C:11]2[CH:12]=[C:13]([S:17](Cl)(=[O:19])=[O:18])[S:14][C:15]=2[Br:16])=[C:8]([CH3:10])[N:9]=1)(=[O:3])[CH3:2].C(N(CC)CC)C.[N:28]1([CH2:34][CH2:35][NH2:36])[CH2:33][CH2:32][O:31][CH2:30][CH2:29]1. The catalyst is C(Cl)Cl. The product is [Br:16][C:15]1[S:14][C:13]([S:17](=[O:19])(=[O:18])[NH:36][CH2:35][CH2:34][N:28]2[CH2:33][CH2:32][O:31][CH2:30][CH2:29]2)=[CH:12][C:11]=1[C:7]1[S:6][C:5]([NH:4][C:1](=[O:3])[CH3:2])=[N:9][C:8]=1[CH3:10]. The yield is 0.140. (3) The reactants are F[C:2]1[C:3]([CH3:22])=[N:4][C:5]2[C:10]([N:11]=1)=[C:9]([C:12]1[NH:20][C:19]3[CH2:18][CH2:17][NH:16][C:15](=[O:21])[C:14]=3[CH:13]=1)[CH:8]=[CH:7][CH:6]=2.[NH2:23][C@H:24]1[CH2:29][CH2:28][C@H:27]([OH:30])[CH2:26][CH2:25]1. No catalyst specified. The product is [OH:30][C@H:27]1[CH2:28][CH2:29][C@H:24]([NH:23][C:2]2[C:3]([CH3:22])=[N:4][C:5]3[C:10]([N:11]=2)=[C:9]([C:12]2[NH:20][C:19]4[CH2:18][CH2:17][NH:16][C:15](=[O:21])[C:14]=4[CH:13]=2)[CH:8]=[CH:7][CH:6]=3)[CH2:25][CH2:26]1. The yield is 0.540.